This data is from Reaction yield outcomes from USPTO patents with 853,638 reactions. The task is: Predict the reaction yield, written as a fraction of the theoretical maximum amount of product (1.0 means a 100% yield; for example, 0.34 means a 34% yield). (1) The reactants are [Cl:1][C:2]1[CH:3]=[C:4]([CH:31]=[CH:32][C:33]=1[F:34])[C:5]([O:7][C@H:8]1[C@@H:13]([NH:14]C(OC(C)(C)C)=O)[C:12]2[CH:22]=[C:23]([C:26](=[O:28])[CH3:27])[CH:24]=[CH:25][C:11]=2[O:10][C:9]1([CH3:30])[CH3:29])=[O:6].Cl. The catalyst is C(Cl)Cl.O1CCOCC1. The product is [ClH:1].[Cl:1][C:2]1[CH:3]=[C:4]([CH:31]=[CH:32][C:33]=1[F:34])[C:5]([O:7][C@H:8]1[C@@H:13]([NH2:14])[C:12]2[CH:22]=[C:23]([C:26](=[O:28])[CH3:27])[CH:24]=[CH:25][C:11]=2[O:10][C:9]1([CH3:30])[CH3:29])=[O:6]. The yield is 0.255. (2) The reactants are [CH3:1][S:2][C:3]1[N:4]=[CH:5][C:6]2[CH:12]=[CH:11][C:10](=[O:13])[NH:9][C:7]=2[N:8]=1.[Br:14]N1C(=O)CCC1=O. The catalyst is CN(C)C=O. The product is [Br:14][C:11]1[C:10](=[O:13])[NH:9][C:7]2[N:8]=[C:3]([S:2][CH3:1])[N:4]=[CH:5][C:6]=2[CH:12]=1. The yield is 0.480. (3) The reactants are [CH3:1][O:2][C:3]1[CH:4]=[CH:5][C:6]2[C:10]([O:11][C:12]3[CH:17]=[CH:16][C:15](/[CH:18]=[CH:19]/[C:20]([O:22][CH3:23])=[O:21])=[CH:14][CH:13]=3)=[CH:9][S:8][C:7]=2[CH:24]=1.I[C:26]1[CH:31]=[CH:30][CH:29]=[CH:28][C:27]=1[CH:32]([CH3:34])[CH3:33].CC(C)(C)C(O)=O.C(=O)([O-])[O-].[K+].[K+]. The catalyst is CC(N(C)C)=O. The product is [CH:32]([C:27]1[CH:28]=[CH:29][CH:30]=[CH:31][C:26]=1[C:9]1[S:8][C:7]2[CH:24]=[C:3]([O:2][CH3:1])[CH:4]=[CH:5][C:6]=2[C:10]=1[O:11][C:12]1[CH:17]=[CH:16][C:15](/[CH:18]=[CH:19]/[C:20]([O:22][CH3:23])=[O:21])=[CH:14][CH:13]=1)([CH3:34])[CH3:33]. The yield is 0.630.